From a dataset of Full USPTO retrosynthesis dataset with 1.9M reactions from patents (1976-2016). Predict the reactants needed to synthesize the given product. (1) Given the product [Cl:1][C:2]1[CH:19]=[CH:18][CH:17]=[C:16]([Cl:20])[C:3]=1[C:4]([NH:6][CH2:7][CH2:8][N:9]1[CH2:14][CH2:13][CH:12]([NH:35][CH2:34][C@H:33]([OH:55])[C:25]2[CH:24]=[CH:23][C:22]([OH:21])=[C:31]3[C:26]=2[CH:27]=[CH:28][C:29](=[O:32])[NH:30]3)[CH2:11][CH2:10]1)=[O:5], predict the reactants needed to synthesize it. The reactants are: [Cl:1][C:2]1[CH:19]=[CH:18][CH:17]=[C:16]([Cl:20])[C:3]=1[C:4]([NH:6][CH2:7][CH2:8][N:9]1[CH2:14][CH2:13][C:12](=O)[CH2:11][CH2:10]1)=[O:5].[OH:21][C:22]1[CH:23]=[CH:24][C:25]([C@@H:33]([OH:55])[CH2:34][NH:35]CC2(O)CCN(CCOCCC3C=CC=CC=3)CC2)=[C:26]2[C:31]=1[NH:30][C:29](=[O:32])[CH:28]=[CH:27]2.C(O[BH-](OC(=O)C)OC(=O)C)(=O)C.[Na+].F.F.F.C(N(CC)CC)C. (2) Given the product [CH3:37][O:36][C:32]1[CH:31]=[C:30]([NH:29][CH:22]([C:23]2[CH:28]=[CH:27][CH:26]=[CH:25][CH:24]=2)[C:8]([C:10]2[C:18]3[C:13](=[CH:14][C:15]([C:19]#[N:20])=[CH:16][CH:17]=3)[N:12]([CH3:21])[N:11]=2)=[O:9])[CH:35]=[CH:34][CH:33]=1, predict the reactants needed to synthesize it. The reactants are: C(N(CC)CC)C.[CH:8]([C:10]1[C:18]2[C:13](=[CH:14][C:15]([C:19]#[N:20])=[CH:16][CH:17]=2)[N:12]([CH3:21])[N:11]=1)=[O:9].[CH:22](=[N:29][C:30]1[CH:35]=[CH:34][CH:33]=[C:32]([O:36][CH3:37])[CH:31]=1)[C:23]1[CH:28]=[CH:27][CH:26]=[CH:25][CH:24]=1. (3) Given the product [ClH:31].[Cl:31][C:32]1[CH:37]=[C:36]([C:2]2[CH:3]=[C:4]3[C:9](=[CH:10][CH:11]=2)[N:8]=[CH:7][C:6]([C:12]([CH:14]2[CH2:16][CH2:15]2)=[O:13])=[C:5]3[NH:17][C:18]2[CH:23]=[CH:22][CH:21]=[C:20]([CH2:24][CH2:25][N:26]3[CH2:27][CH2:28][CH2:29][CH2:30]3)[CH:19]=2)[CH:35]=[C:34]([F:47])[C:33]=1[OH:48], predict the reactants needed to synthesize it. The reactants are: Br[C:2]1[CH:3]=[C:4]2[C:9](=[CH:10][CH:11]=1)[N:8]=[CH:7][C:6]([C:12]([CH:14]1[CH2:16][CH2:15]1)=[O:13])=[C:5]2[NH:17][C:18]1[CH:23]=[CH:22][CH:21]=[C:20]([CH2:24][CH2:25][N:26]2[CH2:30][CH2:29][CH2:28][CH2:27]2)[CH:19]=1.[Cl:31][C:32]1[CH:37]=[C:36](B2OC(C)(C)C(C)(C)O2)[CH:35]=[C:34]([F:47])[C:33]=1[OH:48]. (4) The reactants are: [OH:1][C@@H:2]([C@H:4]1[C:25](=[O:26])[N:6]2[C@@H:7]([C:12]([O:14][CH2:15][C:16]3[CH:21]=[CH:20][C:19]([N+:22]([O-:24])=[O:23])=[CH:18][CH:17]=3)=[O:13])[C:8](=O)[C@H:9]([CH3:10])[C@H:5]12)[CH3:3].[CH3:27][C:28]1[N:33]=[CH:32][C:31]([C:34]([C:36]2[N:37]=[CH:38][N:39]3[CH:43]=[C:42]([Sn](CCCC)(CCCC)CCCC)[S:41][C:40]=23)=[O:35])=[CH:30][CH:29]=1. Given the product [OH:1][C@@H:2]([C@H:4]1[C:25](=[O:26])[N:6]2[C:7]([C:12]([O:14][CH2:15][C:16]3[CH:21]=[CH:20][C:19]([N+:22]([O-:24])=[O:23])=[CH:18][CH:17]=3)=[O:13])=[C:8]([C:42]3[S:41][C:40]4=[C:36]([C:34]([C:31]5[CH:32]=[N:33][C:28]([CH3:27])=[CH:29][CH:30]=5)=[O:35])[N:37]=[CH:38][N:39]4[CH:43]=3)[C@H:9]([CH3:10])[C@H:5]12)[CH3:3], predict the reactants needed to synthesize it. (5) Given the product [Cl:1][C:2]1[N:6]=[C:5]([C:11]2[CH:12]=[CH:13][CH:14]=[CH:15][C:10]=2[O:9][CH3:8])[S:4][N:3]=1, predict the reactants needed to synthesize it. The reactants are: [Cl:1][C:2]1[N:6]=[C:5](Cl)[S:4][N:3]=1.[CH3:8][O:9][C:10]1[CH:15]=[CH:14][CH:13]=[CH:12][C:11]=1B(O)O.C([O-])([O-])=O.[K+].[K+].CC#N. (6) Given the product [CH2:1]([N:3]1[C:7]([CH2:8][CH3:9])=[CH:6][C:5]([C:10]([NH2:16])=[O:12])=[N:4]1)[CH3:2], predict the reactants needed to synthesize it. The reactants are: [CH2:1]([N:3]1[C:7]([CH2:8][CH3:9])=[CH:6][C:5]([C:10]([O:12]CC)=O)=[N:4]1)[CH3:2].[OH-].[NH4+:16]. (7) Given the product [CH3:7][C:8]([S:11]([N:13]=[C:3]([CH2:4][CH3:5])[CH2:2][CH3:1])=[O:12])([CH3:10])[CH3:9], predict the reactants needed to synthesize it. The reactants are: [CH3:1][CH2:2][C:3](=O)[CH2:4][CH3:5].[CH3:7][C:8]([S:11]([NH2:13])=[O:12])([CH3:10])[CH3:9]. (8) Given the product [C:19]([O:22][C:23]([N:25]([CH2:27][CH:28]1[CH2:29][CH2:30]1)[NH:26][C:15]([C:7]1[CH:6]=[CH:5][C:4]([CH:1]2[CH2:2][CH2:3]2)=[C:9]([O:10][CH2:11][CH:12]2[CH2:13][CH2:14]2)[N:8]=1)=[O:17])=[O:24])([CH3:21])([CH3:18])[CH3:20], predict the reactants needed to synthesize it. The reactants are: [CH:1]1([C:4]2[CH:5]=[CH:6][C:7]([C:15]([OH:17])=O)=[N:8][C:9]=2[O:10][CH2:11][CH:12]2[CH2:14][CH2:13]2)[CH2:3][CH2:2]1.[CH3:18][C:19]([O:22][C:23]([N:25]([CH2:27][CH:28]1[CH2:30][CH2:29]1)[NH2:26])=[O:24])([CH3:21])[CH3:20].